From a dataset of Forward reaction prediction with 1.9M reactions from USPTO patents (1976-2016). Predict the product of the given reaction. (1) Given the reactants [O:1]1[C:6]2[CH:7]=[CH:8][C:9]([CH:11]=[O:12])=[CH:10][C:5]=2[O:4][CH2:3][CH2:2]1.[I-].[CH3:14][S+](C)C.[OH-].[K+].O, predict the reaction product. The product is: [O:12]1[CH2:14][CH:11]1[C:9]1[CH:8]=[CH:7][C:6]2[O:1][CH2:2][CH2:3][O:4][C:5]=2[CH:10]=1. (2) Given the reactants Cl[C:2]1[N:3]=[N+:4]([O-:12])[C:5]2[CH:11]=[CH:10][CH:9]=[CH:8][C:6]=2[N:7]=1.[NH2:13][CH2:14][CH2:15][CH2:16][OH:17], predict the reaction product. The product is: [O-:12][N+:4]1[C:5]2[CH:11]=[CH:10][CH:9]=[CH:8][C:6]=2[N:7]=[C:2]([NH:13][CH2:14][CH2:15][CH2:16][OH:17])[N:3]=1. (3) Given the reactants [CH2:1]([N:8]1[CH2:13][CH2:12][N:11]([C:14]([C@@H:16]2[CH2:20][CH2:19][CH2:18][N:17]2[C:21](OC(C)(C)C)=O)=O)[CH2:10][CH2:9]1)[C:2]1[CH:7]=[CH:6][CH:5]=[CH:4][CH:3]=1.[H-].[Al+3].[Li+].[H-].[H-].[H-], predict the reaction product. The product is: [CH2:1]([N:8]1[CH2:9][CH2:10][N:11]([CH2:14][C@@H:16]2[CH2:20][CH2:19][CH2:18][N:17]2[CH3:21])[CH2:12][CH2:13]1)[C:2]1[CH:7]=[CH:6][CH:5]=[CH:4][CH:3]=1. (4) Given the reactants [CH3:1][O:2][C:3]([C:5]1[CH:6]=[CH:7][CH:8]=[C:9]2[O:13][C:12]([C:14]3[CH:23]=[CH:22][C:21]4[C:16](=[CH:17][CH:18]=[CH:19][CH:20]=4)[C:15]=3[O:24]CC3C=CC=CC=3)=[N:11][C:10]=12)=[O:4], predict the reaction product. The product is: [CH3:1][O:2][C:3]([C:5]1[CH:6]=[CH:7][CH:8]=[C:9]2[O:13][C:12]([C:14]3[CH:23]=[CH:22][C:21]4[C:16](=[CH:17][CH:18]=[CH:19][CH:20]=4)[C:15]=3[OH:24])=[N:11][C:10]=12)=[O:4]. (5) Given the reactants [OH:1][CH2:2][CH:3]([CH2:5][OH:6])[OH:4].[C:7]([OH:20])(=[O:19])[CH2:8][CH2:9][CH2:10][CH2:11][CH2:12][CH2:13][CH2:14][CH2:15][C:16]([OH:18])=[O:17], predict the reaction product. The product is: [OH:1][CH2:2][CH:3]([CH2:5][OH:6])[OH:4].[C:7]([O-:20])(=[O:19])[CH2:8][CH2:9][CH2:10][CH2:11][CH2:12][CH2:13][CH2:14][CH2:15][C:16]([O-:18])=[O:17].